Dataset: Reaction yield outcomes from USPTO patents with 853,638 reactions. Task: Predict the reaction yield, written as a fraction of the theoretical maximum amount of product (1.0 means a 100% yield; for example, 0.34 means a 34% yield). (1) The reactants are [CH3:1][N:2]1[CH:6]=[CH:5][CH:4]=[N:3]1.[Li]CCCC.[CH:12]([O:15][B:16]1[O:20][C:19](C)(C)[C:18]([CH3:24])([CH3:23])O1)(C)C. The catalyst is C1COCC1.[NH4+].[Cl-]. The yield is 0.770. The product is [CH3:24][C:18]1([CH3:23])[CH2:12][O:15][B:16]([C:6]2[N:2]([CH3:1])[N:3]=[CH:4][CH:5]=2)[O:20][CH2:19]1. (2) The yield is 0.680. The product is [C:16]([C:2]1[CH:11]=[CH:10][C:5]([C:6]([O:8][CH3:9])=[O:7])=[C:4]([CH3:12])[C:3]=1[O:13][CH3:14])#[N:17]. The reactants are Br[C:2]1[CH:11]=[CH:10][C:5]([C:6]([O:8][CH3:9])=[O:7])=[C:4]([CH3:12])[C:3]=1[O:13][CH3:14].[Cu][C:16]#[N:17]. The catalyst is CN(C)C=O. (3) The reactants are Br.[NH2:2][C:3]1[C:4]([OH:17])=[C:5]([C:9]2[CH:10]=[C:11]([C:14]([OH:16])=[O:15])[S:12][CH:13]=2)[CH:6]=[CH:7][CH:8]=1.[N:18]([O-])=O.[Na+].[CH3:22][C:23]1[CH2:24][C:25](=[O:38])[N:26]([C:28]2[CH:37]=[CH:36][C:35]3[CH2:34][CH2:33][CH2:32][CH2:31][C:30]=3[CH:29]=2)[N:27]=1.C(=O)(O)[O-].[Na+]. The catalyst is Cl.C(O)C. The product is [OH:17][C:4]1[C:3]([NH:2][N:18]=[C:24]2[C:25](=[O:38])[N:26]([C:28]3[CH:37]=[CH:36][C:35]4[CH2:34][CH2:33][CH2:32][CH2:31][C:30]=4[CH:29]=3)[N:27]=[C:23]2[CH3:22])=[CH:8][CH:7]=[CH:6][C:5]=1[C:9]1[CH:10]=[C:11]([C:14]([OH:16])=[O:15])[S:12][CH:13]=1. The yield is 0.102. (4) The reactants are [OH:1][CH2:2][C@@H:3]([N:8]1[C:17]2[C:12](=[CH:13][C:14](I)=[CH:15][CH:16]=2)[C:11](=[O:19])[C:10]([C:20]([O:22][CH2:23][CH3:24])=[O:21])=[CH:9]1)[C:4](C)(C)C.[CH2:25]([NH:27][C:28](=[O:48])[NH:29][C:30]1[N:35]=[CH:34][C:33](B(O)O)=[C:32]([C:39]2[S:40][CH:41]=[C:42]([C:44]([F:47])([F:46])[F:45])[N:43]=2)[CH:31]=1)[CH3:26].C(=O)([O-])[O-].[K+].[K+]. The catalyst is C(#N)C.O.C([O-])(=O)C.[Pd+2].C([O-])(=O)C.C(P(C(C)(C)C)[C-]1C=CC=C1)(C)(C)C.[C-]1(P(C(C)(C)C)C(C)(C)C)C=CC=C1.[Fe+2]. The product is [CH2:25]([NH:27][C:28](=[O:48])[NH:29][C:30]1[N:35]=[CH:34][C:33]([C:14]2[CH:13]=[C:12]3[C:17](=[CH:16][CH:15]=2)[N:8]([C@@H:3]([CH3:4])[CH2:2][OH:1])[CH:9]=[C:10]([C:20]([O:22][CH2:23][CH3:24])=[O:21])[C:11]3=[O:19])=[C:32]([C:39]2[S:40][CH:41]=[C:42]([C:44]([F:47])([F:46])[F:45])[N:43]=2)[CH:31]=1)[CH3:26]. The yield is 0.790. (5) The reactants are [Cl:1][C:2]1[CH:7]=[CH:6][C:5]([I:8])=[CH:4][C:3]=1[C:9]([C:11]1[CH:20]=[CH:19][C:14]2[O:15][CH2:16][CH2:17][O:18][C:13]=2[CH:12]=1)=O.C([SiH](CC)CC)C.B(F)(F)F.CCOCC.[OH-].[K+]. The catalyst is ClCCl.C(#N)C. The product is [Cl:1][C:2]1[CH:7]=[CH:6][C:5]([I:8])=[CH:4][C:3]=1[CH2:9][C:11]1[CH:20]=[CH:19][C:14]2[O:15][CH2:16][CH2:17][O:18][C:13]=2[CH:12]=1. The yield is 0.970.